Predict the reactants needed to synthesize the given product. From a dataset of Full USPTO retrosynthesis dataset with 1.9M reactions from patents (1976-2016). (1) Given the product [CH3:24][N:25]([CH3:29])[C:26]([N:20]1[CH2:19][CH2:18][N:17]([C:14]2[CH:15]=[CH:16][C:11]([N+:8]([O-:10])=[O:9])=[C:12]([NH2:23])[CH:13]=2)[CH2:22][CH2:21]1)=[O:27], predict the reactants needed to synthesize it. The reactants are: C(N(CC)CC)C.[N+:8]([C:11]1[CH:16]=[CH:15][C:14]([N:17]2[CH2:22][CH2:21][NH:20][CH2:19][CH2:18]2)=[CH:13][C:12]=1[NH2:23])([O-:10])=[O:9].[CH3:24][N:25]([CH3:29])[C:26](Cl)=[O:27].O. (2) Given the product [Br:11][CH2:1][C:2]1[CH:10]=[CH:9][C:5]2[N:6]=[CH:7][O:8][C:4]=2[CH:3]=1, predict the reactants needed to synthesize it. The reactants are: [CH3:1][C:2]1[CH:10]=[CH:9][C:5]2[N:6]=[CH:7][O:8][C:4]=2[CH:3]=1.[Br:11]N1C(=O)CCC1=O.N(C(C)(C)C#N)=NC(C)(C)C#N. (3) The reactants are: [C:1]1([S:7]([N:10]2[C:14]3=[N:15][CH:16]=[CH:17][CH:18]=[C:13]3[CH:12]=[C:11]2[C:19](OS(C2C=CC(C)=CC=2)(=O)=O)=[CH:20][CH:21]([CH3:23])[CH3:22])(=[O:9])=[O:8])[CH:6]=[CH:5][CH:4]=[CH:3][CH:2]=1.[C:35]([C:38]1[CH:39]=[C:40](B(O)O)[CH:41]=[CH:42][CH:43]=1)(=[O:37])[CH3:36].C(=O)([O-])[O-].[Na+].[Na+]. Given the product [CH3:22][CH:21]([CH3:23])[CH:20]=[C:19]([C:42]1[CH:43]=[C:38]([C:35](=[O:37])[CH3:36])[CH:39]=[CH:40][CH:41]=1)[C:11]1[N:10]([S:7]([C:1]2[CH:2]=[CH:3][CH:4]=[CH:5][CH:6]=2)(=[O:8])=[O:9])[C:14]2=[N:15][CH:16]=[CH:17][CH:18]=[C:13]2[CH:12]=1, predict the reactants needed to synthesize it. (4) Given the product [Cl:1][C:2]1[CH:3]=[CH:4][C:5]2[N:11]([CH2:12][C:13]([CH3:16])([CH3:17])[CH2:14][OH:15])[C:10](=[O:18])[C@@H:9]([CH2:19][C:20]([NH:22][CH2:23][CH2:24][CH2:25][C:26]([OH:28])=[O:27])=[O:21])[O:8][C@H:7]([C:30]3[CH:35]=[CH:34][CH:33]=[C:32]([O:36][CH3:37])[C:31]=3[O:38][CH3:39])[C:6]=2[CH:40]=1, predict the reactants needed to synthesize it. The reactants are: [Cl:1][C:2]1[CH:3]=[CH:4][C:5]2[N:11]([CH2:12][C:13]([CH3:17])([CH3:16])[CH2:14][OH:15])[C:10](=[O:18])[C@@H:9]([CH2:19][C:20]([NH:22][CH2:23][CH2:24][CH2:25][C:26]([O:28]C)=[O:27])=[O:21])[O:8][C@H:7]([C:30]3[CH:35]=[CH:34][CH:33]=[C:32]([O:36][CH3:37])[C:31]=3[O:38][CH3:39])[C:6]=2[CH:40]=1.[OH-].[Na+].C(O)C. (5) Given the product [Br:15][C:10]1[CH:11]=[CH:12][CH:13]=[CH:14][C:9]=1[C:8](=[O:7])[CH2:3][C:4]#[N:5], predict the reactants needed to synthesize it. The reactants are: [H-].[Na+].[CH3:3][C:4]#[N:5].C[O:7][C:8](=O)[C:9]1[CH:14]=[CH:13][CH:12]=[CH:11][C:10]=1[Br:15]. (6) Given the product [CH2:1]([O:3][C:4]([N:6]1[CH2:12][CH2:11][C:10]2[C:13]3[C:21](=[O:23])[CH2:20][CH2:19][O:18][C:14]=3[C:15]([I:17])=[CH:16][C:9]=2[CH2:8][CH2:7]1)=[O:5])[CH3:2], predict the reactants needed to synthesize it. The reactants are: [CH2:1]([O:3][C:4]([N:6]1[CH2:12][CH2:11][C:10]2[CH:13]=[C:14]([O:18][CH2:19][CH2:20][C:21]([OH:23])=O)[C:15]([I:17])=[CH:16][C:9]=2[CH2:8][CH2:7]1)=[O:5])[CH3:2].C(Cl)(=O)C(Cl)=O.[Cl-].[Al+3].[Cl-].[Cl-]. (7) Given the product [C:50]([C:49]1[CH:53]=[CH:54][C:46]([NH:45][C:21]([CH:12]2[CH:11]([C:24]3[CH:29]=[CH:28][CH:27]=[C:26]([Cl:30])[C:25]=3[F:31])[C:10]3([C:5]4[C:6](=[CH:7][C:2]([Cl:1])=[CH:3][CH:4]=4)[NH:8][C:9]3=[O:32])[CH:14]([CH2:15][C:16]([C:19]#[N:20])([CH3:18])[CH3:17])[NH:13]2)=[O:22])=[CH:47][CH:48]=1)(=[O:51])[NH2:52], predict the reactants needed to synthesize it. The reactants are: [Cl:1][C:2]1[CH:7]=[C:6]2[NH:8][C:9](=[O:32])[C:10]3([CH:14]([CH2:15][C:16]([C:19]#[N:20])([CH3:18])[CH3:17])[NH:13][CH:12]([C:21](O)=[O:22])[CH:11]3[C:24]3[CH:29]=[CH:28][CH:27]=[C:26]([Cl:30])[C:25]=3[F:31])[C:5]2=[CH:4][CH:3]=1.C1N=CN(C(N2C=NC=C2)=O)C=1.[NH2:45][C:46]1[CH:54]=[CH:53][C:49]([C:50]([NH2:52])=[O:51])=[CH:48][CH:47]=1.